Dataset: Catalyst prediction with 721,799 reactions and 888 catalyst types from USPTO. Task: Predict which catalyst facilitates the given reaction. (1) Reactant: [CH2:1]([NH:9][C:10]1[N:15]=[C:14]([N:16]2[C:25]3[N:24]=[C:23]([C:26]4[CH:31]=[CH:30][CH:29]=[CH:28][CH:27]=4)[C:22]([CH:32]=O)=[CH:21][C:20]=3[CH2:19][CH2:18][CH2:17]2)[CH:13]=[CH:12][N:11]=1)[CH2:2][C:3]1[CH:8]=[CH:7][CH:6]=[CH:5][CH:4]=1.[CH3:34][NH2:35].[BH-](OC(C)=O)(OC(C)=O)OC(C)=O.[Na+]. Product: [CH3:34][NH:35][CH2:32][C:22]1[CH:21]=[C:20]2[C:25](=[N:24][C:23]=1[C:26]1[CH:31]=[CH:30][CH:29]=[CH:28][CH:27]=1)[N:16]([C:14]1[CH:13]=[CH:12][N:11]=[C:10]([NH:9][CH2:1][CH2:2][C:3]3[CH:8]=[CH:7][CH:6]=[CH:5][CH:4]=3)[N:15]=1)[CH2:17][CH2:18][CH2:19]2. The catalyst class is: 373. (2) Reactant: Br[C:2]1[C:6]2[CH:7]=[N:8][C:9]([C:11]([O:13][CH2:14][CH3:15])=[O:12])=[CH:10][C:5]=2[N:4]([CH2:16][CH2:17][CH2:18][O:19][CH3:20])[CH:3]=1.[CH3:21]B1OB(C)OB(C)O1.C(=O)([O-])[O-].[Cs+].[Cs+].C1(P(C2CCCCC2)C2C=CC=CC=2C2C(C(C)C)=CC(C(C)C)=CC=2C(C)C)CCCCC1. Product: [CH3:20][O:19][CH2:18][CH2:17][CH2:16][N:4]1[C:5]2[CH:10]=[C:9]([C:11]([O:13][CH2:14][CH3:15])=[O:12])[N:8]=[CH:7][C:6]=2[C:2]([CH3:21])=[CH:3]1. The catalyst class is: 488. (3) Reactant: [Br:1][C:2]1[C:10]2[C:5](=[N:6][C:7](S(C)(=O)=O)=[N:8][CH:9]=2)[N:4]([CH3:15])[N:3]=1.[CH2:16]([NH2:24])[CH2:17][C:18]1[CH:23]=[CH:22][CH:21]=[CH:20][CH:19]=1.O.C(OCC)(=O)C. Product: [Br:1][C:2]1[C:10]2[C:5](=[N:6][C:7]([NH:24][CH2:16][CH2:17][C:18]3[CH:23]=[CH:22][CH:21]=[CH:20][CH:19]=3)=[N:8][CH:9]=2)[N:4]([CH3:15])[N:3]=1. The catalyst class is: 60.